Dataset: TCR-epitope binding with 47,182 pairs between 192 epitopes and 23,139 TCRs. Task: Binary Classification. Given a T-cell receptor sequence (or CDR3 region) and an epitope sequence, predict whether binding occurs between them. (1) The epitope is LPAADLDDF. The TCR CDR3 sequence is CASSQYLAGEYNEQFF. Result: 0 (the TCR does not bind to the epitope). (2) The epitope is VLQAVGACV. The TCR CDR3 sequence is CASSEGGRVADTQYF. Result: 0 (the TCR does not bind to the epitope). (3) The epitope is EHPTFTSQYRIQGKL. The TCR CDR3 sequence is CSATGTANYEQYF. Result: 0 (the TCR does not bind to the epitope). (4) The epitope is ALSKGVHFV. The TCR CDR3 sequence is CANPPGSSYNEQFF. Result: 0 (the TCR does not bind to the epitope).